Task: Predict the reactants needed to synthesize the given product.. Dataset: Full USPTO retrosynthesis dataset with 1.9M reactions from patents (1976-2016) (1) Given the product [CH2:12]([O:11][C:8]1([C:5]2[CH:6]=[CH:7][C:2]([C:24]#[C:23][Si:20]([CH3:22])([CH3:21])[CH3:19])=[CH:3][CH:4]=2)[CH2:10][CH2:9]1)[C:13]1[CH:18]=[CH:17][CH:16]=[CH:15][CH:14]=1, predict the reactants needed to synthesize it. The reactants are: Br[C:2]1[CH:7]=[CH:6][C:5]([C:8]2([O:11][CH2:12][C:13]3[CH:18]=[CH:17][CH:16]=[CH:15][CH:14]=3)[CH2:10][CH2:9]2)=[CH:4][CH:3]=1.[CH3:19][Si:20]([C:23]#[CH:24])([CH3:22])[CH3:21]. (2) The reactants are: Cl[C:2]1[CH:3]=[CH:4][C:5](=[O:21])[N:6]([CH2:9][CH2:10][C:11]2[CH:20]=[CH:19][C:14]([C:15]([O:17][CH3:18])=[O:16])=[CH:13][CH:12]=2)[C:7]=1[CH3:8].P([O-])([O-])([O-])=O.[K+].[K+].[K+].C1(P(C2CCCCC2)[C:37]2C=CC=C[C:38]=2[C:43]2C(OC)=CC=CC=2OC)CCCCC1.Cl. Given the product [CH:43]1([C:2]2[CH:3]=[CH:4][C:5](=[O:21])[N:6]([CH2:9][CH2:10][C:11]3[CH:20]=[CH:19][C:14]([C:15]([O:17][CH3:18])=[O:16])=[CH:13][CH:12]=3)[C:7]=2[CH3:8])[CH2:38][CH2:37]1, predict the reactants needed to synthesize it.